From a dataset of Full USPTO retrosynthesis dataset with 1.9M reactions from patents (1976-2016). Predict the reactants needed to synthesize the given product. Given the product [O:27]1[CH2:28][CH2:29][N:30]([CH2:33][C:34]2[CH:40]=[CH:39][C:37]([NH:38]/[C:16](=[C:6]3\[C:5](=[O:26])[NH:4][C:12]4[C:7]\3=[CH:8][C:9]([N+:13]([O-:15])=[O:14])=[CH:10][CH:11]=4)/[C:17]3[CH:18]=[CH:19][CH:20]=[CH:21][CH:22]=3)=[CH:36][CH:35]=2)[CH2:31][CH2:32]1, predict the reactants needed to synthesize it. The reactants are: C([N:4]1[C:12]2[C:7](=[CH:8][C:9]([N+:13]([O-:15])=[O:14])=[CH:10][CH:11]=2)[C:6](=[C:16](OCC)[C:17]2[CH:22]=[CH:21][CH:20]=[CH:19][CH:18]=2)[C:5]1=[O:26])(=O)C.[O:27]1[CH2:32][CH2:31][N:30]([CH2:33][C:34]2[CH:40]=[CH:39][C:37]([NH2:38])=[CH:36][CH:35]=2)[CH2:29][CH2:28]1.[OH-].[Na+].